Predict the reaction yield, written as a fraction of the theoretical maximum amount of product (1.0 means a 100% yield; for example, 0.34 means a 34% yield). From a dataset of Reaction yield outcomes from USPTO patents with 853,638 reactions. (1) The reactants are Cl[C:2]1[CH:3]=[CH:4][C:5]2[C:34]3[C:10](=[C:11]4[C:31](=[CH:32][CH:33]=3)[C:15]3[N:16]=[C:17]([C@@H:19]5[CH2:23][CH2:22][CH2:21][N:20]5[C:24]([O:26][C:27]([CH3:30])([CH3:29])[CH3:28])=[O:25])[NH:18][C:14]=3[CH:13]=[CH:12]4)[O:9][CH2:8][C:6]=2[CH:7]=1.[B:35]1([B:35]2[O:39][C:38]([CH3:41])([CH3:40])[C:37]([CH3:43])([CH3:42])[O:36]2)[O:39][C:38]([CH3:41])([CH3:40])[C:37]([CH3:43])([CH3:42])[O:36]1.CC(C1C=C(C(C)C)C(C2C=CC=CC=2P(C2CCCCC2)C2CCCCC2)=C(C(C)C)C=1)C.C([O-])(=O)C.[K+]. The catalyst is O1CCOCC1.C(OCC)(=O)C.C1C=CC(/C=C/C(/C=C/C2C=CC=CC=2)=O)=CC=1.C1C=CC(/C=C/C(/C=C/C2C=CC=CC=2)=O)=CC=1.C1C=CC(/C=C/C(/C=C/C2C=CC=CC=2)=O)=CC=1.[Pd].[Pd]. The product is [CH3:42][C:37]1([CH3:43])[C:38]([CH3:41])([CH3:40])[O:39][B:35]([C:2]2[CH:3]=[CH:4][C:5]3[C:34]4[C:10](=[C:11]5[C:31](=[CH:32][CH:33]=4)[C:15]4[N:16]=[C:17]([C@@H:19]6[CH2:23][CH2:22][CH2:21][N:20]6[C:24]([O:26][C:27]([CH3:30])([CH3:29])[CH3:28])=[O:25])[NH:18][C:14]=4[CH:13]=[CH:12]5)[O:9][CH2:8][C:6]=3[CH:7]=2)[O:36]1. The yield is 0.900. (2) The reactants are C[O:2][C:3](=[O:18])[CH2:4][NH:5][C:6]([C:8]1[N:9]([CH3:17])[C:10]2[C:15]([CH:16]=1)=[CH:14][CH:13]=[CH:12][CH:11]=2)=[O:7].[OH-].[Li+].Cl. The catalyst is O1CCOCC1. The product is [CH3:17][N:9]1[C:10]2[C:15](=[CH:14][CH:13]=[CH:12][CH:11]=2)[CH:16]=[C:8]1[C:6]([NH:5][CH2:4][C:3]([OH:18])=[O:2])=[O:7]. The yield is 0.930. (3) The reactants are C([BH-](CC)CC)C.[Li+].ClC1C=C(C=CC=1)[O:13][CH2:14][C@@H:15]1[N:19]([CH3:20])[C:18](=[O:21])[CH2:17][C@@H:16]1[C:22]1[CH:27]=[CH:26][CH:25]=[CH:24][CH:23]=1.C([C@@H]1N(C)C(=O)C[C@@H]1C1C=CC=CC=1)=[O:32].[C:46]1([C:52]2[S:53][CH:54]=[CH:55][CH:56]=2)[CH:51]=[CH:50][CH:49]=[CH:48][CH:47]=1.[Li]CCCC.N1CCCC1=O.CCCC[N+](CCCC)(CCCC)CCCC.[F-]. The catalyst is C1COCC1.O. The product is [OH:13][C@H:14]([C:54]1[S:53][C:52]([C:46]2[CH:47]=[CH:48][CH:49]=[CH:50][CH:51]=2)=[CH:56][CH:55]=1)[C@@H:15]1[N:19]([CH3:20])[C:18](=[O:21])[CH2:17][C@@H:16]1[C:22]1[CH:23]=[CH:24][C:25]([OH:32])=[CH:26][CH:27]=1. The yield is 0.820. (4) The reactants are [B:10]1([B:10]2[O:14][C:13]([CH3:16])([CH3:15])[C:12]([CH3:18])([CH3:17])[O:11]2)[O:14][C:13]([CH3:16])([CH3:15])[C:12]([CH3:18])([CH3:17])[O:11]1.C([O-])(=O)C.[Na+].Br[C:25]1[CH:26]=[C:27]2[C:33]([C:34]3[CH:39]=[CH:38][CH:37]=[CH:36][C:35]=3[O:40][CH3:41])=[N:32][N:31]([CH2:42][O:43][CH2:44][CH2:45][Si:46]([CH3:49])([CH3:48])[CH3:47])[C:28]2=[N:29][CH:30]=1. The catalyst is CN(C=O)C. The product is [CH3:41][O:40][C:35]1[CH:36]=[CH:37][CH:38]=[CH:39][C:34]=1[C:33]1[C:27]2[C:28](=[N:29][CH:30]=[C:25]([B:10]3[O:11][C:12]([CH3:17])([CH3:18])[C:13]([CH3:15])([CH3:16])[O:14]3)[CH:26]=2)[N:31]([CH2:42][O:43][CH2:44][CH2:45][Si:46]([CH3:47])([CH3:49])[CH3:48])[N:32]=1. The yield is 1.23. (5) The reactants are [Si]([O:8][C:9]1[CH:14]=[CH:13][C:12]([NH:15][C:16]([NH:18][CH2:19][C:20]2[CH:21]=[C:22]3[C:26](=[CH:27][CH:28]=2)[C:25](=[O:29])[N:24]([CH:30]2[CH2:35][CH2:34][C:33](=[O:36])[NH:32][C:31]2=[O:37])[CH2:23]3)=[O:17])=[CH:11][C:10]=1[CH3:38])(C(C)(C)C)(C)C.Cl. The catalyst is C(Cl)Cl.CCOCC. The product is [O:37]=[C:31]1[CH:30]([N:24]2[CH2:23][C:22]3[C:26](=[CH:27][CH:28]=[C:20]([CH2:19][NH:18][C:16]([NH:15][C:12]4[CH:13]=[CH:14][C:9]([OH:8])=[C:10]([CH3:38])[CH:11]=4)=[O:17])[CH:21]=3)[C:25]2=[O:29])[CH2:35][CH2:34][C:33](=[O:36])[NH:32]1. The yield is 1.00. (6) The reactants are S(Cl)([Cl:3])=O.CN(C)C=O.[Br:10][C:11]1[CH:20]=[C:19]2[C:14]([N:15]=[CH:16][C:17](=O)[NH:18]2)=[CH:13][CH:12]=1. The catalyst is C1(C)C=CC=CC=1. The product is [Br:10][C:11]1[CH:20]=[C:19]2[C:14]([N:15]=[CH:16][C:17]([Cl:3])=[N:18]2)=[CH:13][CH:12]=1. The yield is 0.747. (7) The yield is 1.00. The product is [N:1]1([C:10]([O:12][C:13]([CH3:16])([CH3:15])[CH3:14])=[O:11])[CH:5]2[CH2:6][NH:7][CH2:8][CH2:9][CH:4]2[CH2:3][CH2:2]1. The catalyst is O=[Pt]=O.CC(O)=O. The reactants are [N:1]1([C:10]([O:12][C:13]([CH3:16])([CH3:15])[CH3:14])=[O:11])[C:5]2=[CH:6][N:7]=[CH:8][CH:9]=[C:4]2[CH:3]=[CH:2]1.CCO. (8) The reactants are [OH:1][CH:2]([CH3:12])[CH2:3][NH:4][C:5](=[O:11])[C:6]([O:8][CH2:9][CH3:10])=[O:7].CC(OI1(OC(C)=O)(OC(C)=O)OC(=O)C2C=CC=CC1=2)=O. The catalyst is C(Cl)Cl.O. The product is [CH2:3]([NH:4][C:5](=[O:11])[C:6]([O:8][CH2:9][CH3:10])=[O:7])[C:2]([CH3:12])=[O:1]. The yield is 0.870. (9) The reactants are [OH-:1].[K+].[NH:3]1[C:11]2[C:6](=[CH:7][CH:8]=[CH:9][CH:10]=2)[C:5](=O)[C:4]1=[O:13].[CH3:14][CH2:15][O:16][C:17]([CH3:19])=O. The catalyst is CCO.O. The product is [CH2:15]([O:16][C:17]1[CH:19]=[CH:11][C:6]([C:7]2[CH:8]=[C:5]([C:4]([OH:13])=[O:1])[C:6]3[C:11](=[CH:10][CH:9]=[CH:8][CH:7]=3)[N:3]=2)=[CH:5][CH:4]=1)[CH3:14]. The yield is 0.520.